From a dataset of Full USPTO retrosynthesis dataset with 1.9M reactions from patents (1976-2016). Predict the reactants needed to synthesize the given product. (1) Given the product [CH3:16][N:6]1[CH:5]=[C:4]([O:8][CH3:9])[CH:3]=[C:2](/[CH:14]=[CH:13]/[CH2:12][CH:11]([OH:15])[CH3:10])[CH2:7]1, predict the reactants needed to synthesize it. The reactants are: Br[C:2]1[CH:3]=[C:4]([O:8][CH3:9])[CH:5]=[N:6][CH:7]=1.[CH3:10][CH:11]([OH:15])[CH2:12][CH:13]=[CH2:14].[C:16]1(C)C=CC=CC=1P(C1C=CC=CC=1C)C1C=CC=CC=1C. (2) Given the product [Br:1][C:2]1[CH:7]=[CH:6][C:5]([O:8][CH2:16][C:17]([CH3:18])=[CH2:10])=[C:4]([Cl:9])[CH:3]=1, predict the reactants needed to synthesize it. The reactants are: [Br:1][C:2]1[CH:7]=[CH:6][C:5]([OH:8])=[C:4]([Cl:9])[CH:3]=1.[C:10]([O-])([O-])=O.[K+].[K+].[CH2:16](Br)[CH:17]=[CH2:18].O. (3) Given the product [CH2:1]([O:8][C:9]1[CH:18]=[C:17]2[C:12]([C:13]([Cl:22])=[N:14][CH:15]=[N:16]2)=[CH:11][CH:10]=1)[C:2]1[CH:7]=[CH:6][CH:5]=[CH:4][CH:3]=1, predict the reactants needed to synthesize it. The reactants are: [CH2:1]([O:8][C:9]1[CH:18]=[C:17]2[C:12]([C:13](=O)[NH:14][CH:15]=[N:16]2)=[CH:11][CH:10]=1)[C:2]1[CH:7]=[CH:6][CH:5]=[CH:4][CH:3]=1.P(Cl)(Cl)([Cl:22])=O. (4) Given the product [CH3:25][O:24][CH:23]([O:26][CH3:27])[CH2:22][N:17]1[C:18]2[C:13](=[N:12][CH:11]=[C:10]([F:9])[CH:19]=2)[CH2:14][CH2:15][C:16]1=[O:20], predict the reactants needed to synthesize it. The reactants are: P([O-])([O-])([O-])=O.[K+].[K+].[K+].[F:9][C:10]1[CH:19]=[C:18]2[C:13]([CH2:14][CH2:15][C:16](=[O:20])[NH:17]2)=[N:12][CH:11]=1.Br[CH2:22][CH:23]([O:26][CH3:27])[O:24][CH3:25].O.